From a dataset of Reaction yield outcomes from USPTO patents with 853,638 reactions. Predict the reaction yield, written as a fraction of the theoretical maximum amount of product (1.0 means a 100% yield; for example, 0.34 means a 34% yield). (1) The reactants are [CH:1](=O)[C:2]1[CH:7]=[CH:6][CH:5]=[C:4]([O:8][CH3:9])[CH:3]=1.[CH3:11][NH2:12].[BH4-].[Na+]. The catalyst is CO. The product is [CH3:9][O:8][C:4]1[CH:3]=[C:2]([CH2:1][NH:12][CH3:11])[CH:7]=[CH:6][CH:5]=1. The yield is 0.700. (2) The reactants are [OH:1][C:2]1[CH:3]=[C:4]([NH:8][C:9]2[N:14]=[C:13]([NH:15][C:16]3[CH:21]=[CH:20][CH:19]=[C:18]([OH:22])[CH:17]=3)[C:12]([F:23])=[CH:11][N:10]=2)[CH:5]=[CH:6][CH:7]=1.OC1C=C(C=CC=1[C:32]([O:34][CH3:35])=[O:33])N.ClC1N=C(Cl)C(F)=CN=1. No catalyst specified. The product is [OH:1][C:2]1[CH:3]=[C:4]([NH:8][C:9]2[N:14]=[C:13]([NH:15][C:16]3[CH:21]=[CH:20][C:19]([C:32]([O:34][CH3:35])=[O:33])=[C:18]([OH:22])[CH:17]=3)[C:12]([F:23])=[CH:11][N:10]=2)[CH:5]=[CH:6][C:7]=1[C:32]([O:34][CH3:35])=[O:33]. The yield is 0.410. (3) The reactants are [O:1]1[C@H:3]([C@@H:4]([NH:12][C:13](=[O:24])[C@H:14]([C:20]([CH3:23])([CH3:22])[CH3:21])[NH:15][C:16]([O:18][CH3:19])=[O:17])[CH2:5][C:6]2[CH:11]=[CH:10][CH:9]=[CH:8][CH:7]=2)[CH2:2]1.[CH3:25][O:26][C:27]([NH:29][C@H:30]([C:35]([NH:37][NH:38][CH2:39][C:40]1[CH:45]=[CH:44][C:43]([C:46]2[CH:51]=[CH:50][CH:49]=[CH:48][N:47]=2)=[CH:42][CH:41]=1)=[O:36])[C:31]([CH3:34])([CH3:33])[CH3:32])=[O:28]. The catalyst is C(Cl)Cl.CCOC(C)=O. The product is [CH3:21][C:20]([C@H:14]([NH:15][C:16]([O:18][CH3:19])=[O:17])[C:13]([NH:12][C@H:4]([C@@H:3]([OH:1])[CH2:2][N:38]([NH:37][C:35]([C@@H:30]([NH:29][C:27]([O:26][CH3:25])=[O:28])[C:31]([CH3:34])([CH3:33])[CH3:32])=[O:36])[CH2:39][C:40]1[CH:41]=[CH:42][C:43]([C:46]2[CH:51]=[CH:50][CH:49]=[CH:48][N:47]=2)=[CH:44][CH:45]=1)[CH2:5][C:6]1[CH:7]=[CH:8][CH:9]=[CH:10][CH:11]=1)=[O:24])([CH3:22])[CH3:23]. The yield is 0.870. (4) The product is [Cl:9][CH2:10][C:11]([O:2][C:1]1[CH:8]=[CH:7][C:5]([O:6][C:11](=[O:12])[CH2:10][Cl:9])=[CH:4][CH:3]=1)=[O:12]. The reactants are [C:1]1([CH:8]=[CH:7][C:5]([OH:6])=[CH:4][CH:3]=1)[OH:2].[Cl:9][CH2:10][C:11](Cl)=[O:12]. No catalyst specified. The yield is 0.460. (5) The yield is 0.700. No catalyst specified. The reactants are C1(S(N2C3C(=CC=C(C(F)(F)F)C=3)C(C3C=NN(C(OC(C)(C)C)=O)C=3)=C2)(=O)=O)C=CC=CC=1.[F:35][C:36]1[CH:44]=[C:43]2[C:39]([C:40]([C:54]3[CH:55]=[N:56][NH:57][CH:58]=3)=[CH:41][N:42]2[S:45]([C:48]2[CH:53]=[CH:52][CH:51]=[CH:50][CH:49]=2)(=[O:47])=[O:46])=[CH:38][CH:37]=1.Cl.Cl[CH2:61][CH2:62][N:63]1[CH2:68][CH2:67][O:66][CH2:65][CH2:64]1. The product is [F:35][C:36]1[CH:44]=[C:43]2[C:39]([C:40]([C:54]3[CH:58]=[N:57][N:56]([CH2:61][CH2:62][N:63]4[CH2:68][CH2:67][O:66][CH2:65][CH2:64]4)[CH:55]=3)=[CH:41][N:42]2[S:45]([C:48]2[CH:49]=[CH:50][CH:51]=[CH:52][CH:53]=2)(=[O:46])=[O:47])=[CH:38][CH:37]=1.